Predict the product of the given reaction. From a dataset of Forward reaction prediction with 1.9M reactions from USPTO patents (1976-2016). (1) Given the reactants Cl[CH2:2]C1C=CN=C(NC)C=1.[Cl:11][CH2:12][C:13]1[CH:18]=[CH:17][N:16]=[C:15]([NH2:19])[CH:14]=1.[CH3:20][N:21]=[C:22]=[O:23].C(N=C=O)C, predict the reaction product. The product is: [Cl:11][CH2:12][C:13]1[CH:18]=[CH:17][N:16]=[C:15]([N:19]([CH3:2])[C:22]([NH:21][CH3:20])=[O:23])[CH:14]=1. (2) Given the reactants [C:1]1([S:7]([N:10]2[C:18]3[C:13](=[CH:14][C:15]([CH2:19]Br)=[CH:16][CH:17]=3)[CH:12]=[CH:11]2)(=[O:9])=[O:8])[CH:6]=[CH:5][CH:4]=[CH:3][CH:2]=1.[O:21]1[C:25]2([CH2:30][CH2:29][CH:28]([CH2:31][OH:32])[CH2:27][CH2:26]2)[O:24][CH2:23][CH2:22]1.CN(C)C1C2C(=CC=CC=2N(C)C)C=CC=1, predict the reaction product. The product is: [C:1]1([S:7]([N:10]2[C:18]3[C:13](=[CH:14][C:15]([CH2:19][O:32][CH2:31][CH:28]4[CH2:29][CH2:30][C:25]5([O:21][CH2:22][CH2:23][O:24]5)[CH2:26][CH2:27]4)=[CH:16][CH:17]=3)[CH:12]=[CH:11]2)(=[O:9])=[O:8])[CH:6]=[CH:5][CH:4]=[CH:3][CH:2]=1. (3) Given the reactants [F:1][C:2]1[CH:7]=[C:6]([F:8])[CH:5]=[CH:4][C:3]=1/[CH:9]=[CH:10]/[C:11]1[CH:16]=[CH:15][C:14]([S:17]([C:20]2[CH:25]=[CH:24][CH:23]=[CH:22][CH:21]=2)(=[O:19])=[O:18])=[CH:13][CH:12]=1, predict the reaction product. The product is: [F:1][C:2]1[CH:7]=[C:6]([F:8])[CH:5]=[CH:4][C:3]=1[CH2:9][CH2:10][C:11]1[CH:16]=[CH:15][C:14]([S:17]([C:20]2[CH:21]=[CH:22][CH:23]=[CH:24][CH:25]=2)(=[O:19])=[O:18])=[CH:13][CH:12]=1.